Dataset: Peptide-MHC class I binding affinity with 185,985 pairs from IEDB/IMGT. Task: Regression. Given a peptide amino acid sequence and an MHC pseudo amino acid sequence, predict their binding affinity value. This is MHC class I binding data. (1) The peptide sequence is KVGYFQHGA. The MHC is HLA-A24:03 with pseudo-sequence HLA-A24:03. The binding affinity (normalized) is 0.0847. (2) The peptide sequence is IFFASFYYIW. The MHC is HLA-A23:01 with pseudo-sequence HLA-A23:01. The binding affinity (normalized) is 1.00. (3) The peptide sequence is MCISLSTAI. The MHC is HLA-B07:02 with pseudo-sequence HLA-B07:02. The binding affinity (normalized) is 0.0813. (4) The peptide sequence is SMTYLYNKY. The MHC is HLA-A03:01 with pseudo-sequence HLA-A03:01. The binding affinity (normalized) is 0.165. (5) The peptide sequence is LLVPFVQWFV. The MHC is HLA-A68:01 with pseudo-sequence HLA-A68:01. The binding affinity (normalized) is 0.00935. (6) The peptide sequence is VEPWLKNNQF. The MHC is HLA-B40:01 with pseudo-sequence HLA-B40:01. The binding affinity (normalized) is 0.317. (7) The peptide sequence is IEVKDTKEAL. The MHC is HLA-B18:01 with pseudo-sequence HLA-B18:01. The binding affinity (normalized) is 0.469.